Dataset: Catalyst prediction with 721,799 reactions and 888 catalyst types from USPTO. Task: Predict which catalyst facilitates the given reaction. (1) Reactant: [Cl:1][C:2]1[CH:3]=[C:4]([CH2:9][C:10]([OH:12])=[O:11])[CH:5]=[C:6]([OH:8])[CH:7]=1.[C:13](Cl)(=O)C. Product: [Cl:1][C:2]1[CH:3]=[C:4]([CH2:9][C:10]([O:12][CH3:13])=[O:11])[CH:5]=[C:6]([OH:8])[CH:7]=1. The catalyst class is: 5. (2) Reactant: [H-].[Na+].[F:3][C:4]([F:18])([F:17])[C:5]1[N:10]=[CH:9][N:8]=[C:7]([C:11]2[NH:12][O:13][C:14](=[O:16])[N:15]=2)[CH:6]=1.[C:19]([O:25][CH2:26]Cl)(=[O:24])[C:20]([CH3:23])([CH3:22])[CH3:21].[Cl-].[NH4+]. Product: [CH3:21][C:20]([CH3:23])([CH3:22])[C:19](=[O:24])[O:25][CH2:26][N:15]1[C:14](=[O:16])[O:13][N:12]=[C:11]1[C:7]1[CH:6]=[C:5]([C:4]([F:17])([F:3])[F:18])[N:10]=[CH:9][N:8]=1. The catalyst class is: 9. (3) Reactant: [Br:1][C:2]1[CH:3]=[CH:4][C:5]([C:9]([OH:11])=[O:10])=[N:6][C:7]=1Cl.CC(C)([O-])C.[K+].CN(C=O)C.[F:23][C:24]([F:31])([C:27]([F:30])([F:29])[F:28])[CH2:25][OH:26]. Product: [Br:1][C:2]1[CH:3]=[CH:4][C:5]([C:9]([OH:11])=[O:10])=[N:6][C:7]=1[O:26][CH2:25][C:24]([F:31])([F:23])[C:27]([F:30])([F:29])[F:28]. The catalyst class is: 476. (4) Reactant: [F:1][C:2]1[CH:7]=[CH:6][C:5]([C:8]2[CH:13]=[CH:12][C:11]([CH:14]([C:16]3[CH:21]=[CH:20][N:19]=[CH:18][CH:17]=3)O)=[CH:10][CH:9]=2)=[C:4]([O:22][CH3:23])[CH:3]=1.C(N(S(F)(F)[F:30])CC)C. Product: [F:30][CH:14]([C:11]1[CH:12]=[CH:13][C:8]([C:5]2[CH:6]=[CH:7][C:2]([F:1])=[CH:3][C:4]=2[O:22][CH3:23])=[CH:9][CH:10]=1)[C:16]1[CH:21]=[CH:20][N:19]=[CH:18][CH:17]=1. The catalyst class is: 4. (5) Reactant: [H-].[Na+].[F:3][C:4]1[CH:5]=[N:6][CH:7]=[C:8]([F:13])[C:9]=1[CH2:10][C:11]#[N:12].Br[CH2:15][CH2:16]Br. Product: [F:13][C:8]1[CH:7]=[N:6][CH:5]=[C:4]([F:3])[C:9]=1[C:10]1([C:11]#[N:12])[CH2:16][CH2:15]1. The catalyst class is: 1. (6) Reactant: C12(C3C=C[C:14]([O:15]CC(O)=O)=[CH:13]C=3)CC3CC(CC(C3)C1)C2.[NH2:22][C:23]1[CH:24]=[C:25]([S:29]([NH2:32])(=[O:31])=[O:30])[CH:26]=[CH:27][CH:28]=1.C(N(CC)C(C)C)(C)C.F[P-](F)(F)(F)(F)F.N1(O[P+](N2CCCC2)(N2CCCC2)N2CCCC2)C2C=CC=CC=2N=N1. Product: [S:29]([C:25]1[CH:24]=[C:23]([NH:22][C:14](=[O:15])[CH3:13])[CH:28]=[CH:27][CH:26]=1)(=[O:30])(=[O:31])[NH2:32]. The catalyst class is: 3. (7) Reactant: [CH2:1]([O:3][C:4](=[O:25])[C:5]1[CH:10]=[C:9]([N:11]2[C:15]([CH3:16])=[CH:14][CH:13]=[C:12]2[C:17]2[CH:22]=[C:21]([Br:23])[CH:20]=[CH:19][C:18]=2[OH:24])[CH:8]=[N:7][CH:6]=1)[CH3:2].[Cl:26][C:27]1[CH:34]=[C:33]([F:35])[CH:32]=[CH:31][C:28]=1[CH2:29]Br.C(=O)([O-])[O-].[K+].[K+]. Product: [CH2:1]([O:3][C:4](=[O:25])[C:5]1[CH:10]=[C:9]([N:11]2[C:15]([CH3:16])=[CH:14][CH:13]=[C:12]2[C:17]2[CH:22]=[C:21]([Br:23])[CH:20]=[CH:19][C:18]=2[O:24][CH2:29][C:28]2[CH:31]=[CH:32][C:33]([F:35])=[CH:34][C:27]=2[Cl:26])[CH:8]=[N:7][CH:6]=1)[CH3:2]. The catalyst class is: 173.